Dataset: Peptide-MHC class I binding affinity with 185,985 pairs from IEDB/IMGT. Task: Regression. Given a peptide amino acid sequence and an MHC pseudo amino acid sequence, predict their binding affinity value. This is MHC class I binding data. (1) The peptide sequence is GTVPTDNPF. The MHC is HLA-A02:12 with pseudo-sequence HLA-A02:12. The binding affinity (normalized) is 0.0847. (2) The peptide sequence is MELSLRAIQ. The MHC is HLA-A02:12 with pseudo-sequence HLA-A02:12. The binding affinity (normalized) is 0.0847.